This data is from Reaction yield outcomes from USPTO patents with 853,638 reactions. The task is: Predict the reaction yield, written as a fraction of the theoretical maximum amount of product (1.0 means a 100% yield; for example, 0.34 means a 34% yield). (1) The yield is 0.310. The reactants are [F:1][C:2]1[CH:7]=[CH:6][CH:5]=[C:4]([CH2:8][N:9]2[CH2:14][CH2:13][NH:12][CH2:11][CH2:10]2)[C:3]=1[N:15]1[CH2:20][CH2:19][O:18][CH2:17][CH2:16]1.[C:21](=O)([O:30]N1C(=O)CCC1=O)[O:22][N:23]1[C:27](=[O:28])[CH2:26][CH2:25][C:24]1=[O:29].ClCCl.C(N(CC)C(C)C)(C)C. The product is [F:1][C:2]1[C:3]([N:15]2[CH2:20][CH2:19][O:18][CH2:17][CH2:16]2)=[C:4]([CH2:8][N:9]2[CH2:14][CH2:13][N:12]([C:21]([O:22][N:23]3[C:27](=[O:28])[CH2:26][CH2:25][C:24]3=[O:29])=[O:30])[CH2:11][CH2:10]2)[CH:5]=[CH:6][CH:7]=1. The catalyst is O. (2) The reactants are [C:1]([C:4]1[S:5]C(Cl)=C[CH:8]=1)(=O)[CH3:2].[Cl:10][C:11]1[S:15][C:14]([C:16]([CH2:18][C:19]#[N:20])=[O:17])=[CH:13][CH:12]=1.N1CCOCC1.[S]. The catalyst is CC(=O)CC. The product is [NH2:20][C:19]1[S:5][C:4]([CH3:8])=[C:1]([CH3:2])[C:18]=1[C:16]([C:14]1[S:15][C:11]([Cl:10])=[CH:12][CH:13]=1)=[O:17]. The yield is 0.460.